From a dataset of Forward reaction prediction with 1.9M reactions from USPTO patents (1976-2016). Predict the product of the given reaction. Given the reactants [CH3:1][O:2][C:3]1[CH:4]=[C:5]2[C:9](=[CH:10][C:11]=1[O:12][CH3:13])[N:8]([CH2:14][CH2:15][C:16]([O:18]C)=[O:17])[CH:7]=[C:6]2[C:20]1[N:28](S(C2C=CC(C)=CC=2)(=O)=O)[C:23]2=[N:24][CH:25]=[CH:26][CH:27]=[C:22]2[CH:21]=1.[OH-].[K+], predict the reaction product. The product is: [CH3:1][O:2][C:3]1[CH:4]=[C:5]2[C:9](=[CH:10][C:11]=1[O:12][CH3:13])[N:8]([CH2:14][CH2:15][C:16]([OH:18])=[O:17])[CH:7]=[C:6]2[C:20]1[NH:28][C:23]2=[N:24][CH:25]=[CH:26][CH:27]=[C:22]2[CH:21]=1.